This data is from Reaction yield outcomes from USPTO patents with 853,638 reactions. The task is: Predict the reaction yield, written as a fraction of the theoretical maximum amount of product (1.0 means a 100% yield; for example, 0.34 means a 34% yield). (1) The reactants are Cl[CH2:2][C:3]1[N:4]=[C:5]([C:9]2[S:10][CH:11]=[CH:12][CH:13]=2)[O:6][C:7]=1[CH3:8].[OH:14][C:15]1[CH:39]=[CH:38][C:18]([CH2:19][O:20]/[N:21]=[C:22](/[C:32]2[CH:37]=[CH:36][CH:35]=[CH:34][CH:33]=2)\[CH2:23][CH2:24][CH2:25][CH2:26][C:27]([O:29][CH2:30][CH3:31])=[O:28])=[CH:17][CH:16]=1.C(=O)([O-])[O-].[K+].[K+].CN(C)C=O. The catalyst is C(OCC)(=O)C.CCCCCC.O. The product is [CH3:8][C:7]1[O:6][C:5]([C:9]2[S:10][CH:11]=[CH:12][CH:13]=2)=[N:4][C:3]=1[CH2:2][O:14][C:15]1[CH:16]=[CH:17][C:18]([CH2:19][O:20]/[N:21]=[C:22](/[C:32]2[CH:33]=[CH:34][CH:35]=[CH:36][CH:37]=2)\[CH2:23][CH2:24][CH2:25][CH2:26][C:27]([O:29][CH2:30][CH3:31])=[O:28])=[CH:38][CH:39]=1. The yield is 0.950. (2) The reactants are [CH2:1]([O:4][C:5]1[CH:11]=[CH:10][CH:9]=[CH:8][C:6]=1[NH2:7])[CH2:2][CH3:3].[C:12]([N:20]=[C:21]=[S:22])(=[O:19])[C:13]1[CH:18]=[CH:17][CH:16]=[CH:15][CH:14]=1. The catalyst is C(#N)C. The product is [CH2:1]([O:4][C:5]1[CH:11]=[CH:10][CH:9]=[CH:8][C:6]=1[NH:7][C:21]([NH:20][C:12](=[O:19])[C:13]1[CH:14]=[CH:15][CH:16]=[CH:17][CH:18]=1)=[S:22])[CH2:2][CH3:3]. The yield is 0.560. (3) The reactants are [CH3:1][N:2]1[C:6]([NH:7][C:8](=[O:26])[C:9]2[CH:14]=[CH:13][CH:12]=[CH:11][C:10]=2[S:15][C:16]2[CH:24]=[C:23]3[C:19]([CH2:20][C:21](=[O:25])[NH:22]3)=[CH:18][CH:17]=2)=[CH:5][C:4]([CH3:27])=[N:3]1.[CH:28](OCC)=[O:29].[O-]CC.[Na+].Cl. The catalyst is C(O)C.CCOC(C)=O. The product is [CH3:1][N:2]1[C:6]([NH:7][C:8](=[O:26])[C:9]2[CH:14]=[CH:13][CH:12]=[CH:11][C:10]=2[S:15][C:16]2[CH:24]=[C:23]3[C:19](/[C:20](=[CH:28]/[OH:29])/[C:21](=[O:25])[NH:22]3)=[CH:18][CH:17]=2)=[CH:5][C:4]([CH3:27])=[N:3]1. The yield is 0.190. (4) The reactants are [CH2:1]([O:3][C:4]([CH:6]([CH:10]=[CH:11][C:12]1[O:13][C:14]([CH2:17][CH3:18])=[CH:15][CH:16]=1)C(O)=O)=O)[CH3:2].C([O-])(=[O:21])C.[Na+].[C:24]([O:27][C:28](=O)[CH3:29])(=[O:26])C. No catalyst specified. The product is [C:1]([O:3][C:4]1[C:16]2[CH:15]=[C:14]([CH2:17][CH3:18])[O:13][C:12]=2[CH:11]=[C:10]([C:24]([O:27][CH2:28][CH3:29])=[O:26])[CH:6]=1)(=[O:21])[CH3:2]. The yield is 0.280. (5) The reactants are C(=O)([O-])[O-].[Cs+].[Cs+].C1(P(C2CCCCC2)C2C=CC=CC=2C2C=CC=CC=2N(C)C)CCCCC1.[NH2:35][C:36]1[CH:41]=[CH:40][N:39]=[C:38]([F:42])[CH:37]=1.Cl[C:44]1[CH:53]=[CH:52][C:51]2[C:50]3[C:54]4[NH:61][CH2:60][C@@H:59]([CH3:62])[NH:58][C:57](=[O:63])[C:55]=4[S:56][C:49]=3[CH:48]=[CH:47][C:46]=2[N:45]=1. The catalyst is CC(O)(C)C.C1C=CC(/C=C/C(/C=C/C2C=CC=CC=2)=O)=CC=1.C1C=CC(/C=C/C(/C=C/C2C=CC=CC=2)=O)=CC=1.C1C=CC(/C=C/C(/C=C/C2C=CC=CC=2)=O)=CC=1.[Pd].[Pd]. The product is [F:42][C:38]1[CH:37]=[C:36]([NH:35][C:44]2[CH:53]=[CH:52][C:51]3[C:50]4[C:54]5[NH:61][CH2:60][C@@H:59]([CH3:62])[NH:58][C:57](=[O:63])[C:55]=5[S:56][C:49]=4[CH:48]=[CH:47][C:46]=3[N:45]=2)[CH:41]=[CH:40][N:39]=1. The yield is 0.100. (6) The reactants are Br[C:2]1[S:6][C:5]([NH:7][C:8]([NH:10][C:11]2[CH:16]=[CH:15][C:14]([CH3:17])=[CH:13][C:12]=2[C:18]([CH:20]2[CH2:24][CH2:23][CH2:22][CH2:21]2)=[O:19])=[O:9])=[N:4][CH:3]=1.[OH:25][CH2:26][CH2:27][SH:28]. No catalyst specified. The product is [CH:20]1([C:18]([C:12]2[CH:13]=[C:14]([CH3:17])[CH:15]=[CH:16][C:11]=2[NH:10][C:8]([NH:7][C:5]2[S:6][C:2]([S:28][CH2:27][CH2:26][OH:25])=[CH:3][N:4]=2)=[O:9])=[O:19])[CH2:24][CH2:23][CH2:22][CH2:21]1. The yield is 0.280. (7) The reactants are [NH2:1][C:2]1[N:3]([CH3:22])[C:4](=[O:21])[C:5]2([N:20]=1)[C:14]1[CH:13]=[C:12](Br)[CH:11]=[CH:10][C:9]=1[O:8][C@@H:7]1[CH2:16][CH2:17][O:18][CH2:19][C@@H:6]21.[Cl:23][C:24]1[CH:25]=[C:26](B(O)O)[CH:27]=[C:28]([F:30])[CH:29]=1.C([O-])([O-])=O.[Na+].[Na+]. The catalyst is C1C=CC([P]([Pd]([P](C2C=CC=CC=2)(C2C=CC=CC=2)C2C=CC=CC=2)([P](C2C=CC=CC=2)(C2C=CC=CC=2)C2C=CC=CC=2)[P](C2C=CC=CC=2)(C2C=CC=CC=2)C2C=CC=CC=2)(C2C=CC=CC=2)C2C=CC=CC=2)=CC=1.O1CCOCC1. The product is [NH2:1][C:2]1[N:3]([CH3:22])[C:4](=[O:21])[C@:5]2([N:20]=1)[C:14]1[CH:13]=[C:12]([C:26]3[CH:27]=[C:28]([F:30])[CH:29]=[C:24]([Cl:23])[CH:25]=3)[CH:11]=[CH:10][C:9]=1[O:8][C@@H:7]1[CH2:16][CH2:17][O:18][CH2:19][C@@H:6]21. The yield is 0.180. (8) The reactants are C([C:4]1([C:17]([O:19][CH2:20][CH3:21])=[O:18])[CH2:9][CH2:8][N:7]([C:10]([O:12][C:13]([CH3:16])([CH3:15])[CH3:14])=[O:11])[CH2:6][CH2:5]1)C=C.ClCCl.[BH4-].[Na+].CC(C)=O. The catalyst is CO.O. The product is [O:18]=[C:17]1[C:4]2([CH2:5][CH2:6][N:7]([C:10]([O:12][C:13]([CH3:14])([CH3:15])[CH3:16])=[O:11])[CH2:8][CH2:9]2)[CH2:21][CH2:20][O:19]1. The yield is 0.880. (9) The reactants are [Cl:1][C:2]1[CH:3]=[C:4]([NH:10][C@H:11]([C@H:26]([OH:28])[CH3:27])[C:12]([NH:14][NH:15][C:16](=[O:25])[C:17]2[CH:22]=[CH:21][C:20]([C:23]#[N:24])=[CH:19][CH:18]=2)=[O:13])[CH:5]=[CH:6][C:7]=1[C:8]#[N:9].N1C=CN=C1.[CH3:34][C:35]([Si:38](Cl)([CH3:40])[CH3:39])([CH3:37])[CH3:36]. The catalyst is CN(C=O)C. The product is [Si:38]([O:28][C@H:26]([CH3:27])[C@@H:11]([NH:10][C:4]1[CH:5]=[CH:6][C:7]([C:8]#[N:9])=[C:2]([Cl:1])[CH:3]=1)[C:12]([NH:14][NH:15][C:16](=[O:25])[C:17]1[CH:22]=[CH:21][C:20]([C:23]#[N:24])=[CH:19][CH:18]=1)=[O:13])([C:35]([CH3:37])([CH3:36])[CH3:34])([CH3:40])[CH3:39]. The yield is 0.980. (10) The reactants are Br[C:2]1[CH:3]=[C:4]([NH:10][C:11]2[CH:16]=[CH:15][C:14]([CH:17]3[CH2:20][N:19]([CH3:21])[CH2:18]3)=[CH:13]N=2)[C:5](=[O:9])[N:6]([CH3:8])[CH:7]=1.[C:22]([O:25][CH2:26][C:27]1[C:28]([N:42]2[CH2:54][CH2:53][N:45]3[C:46]4[CH2:47][CH2:48][CH2:49][CH2:50][C:51]=4[CH:52]=[C:44]3[C:43]2=[O:55])=[N:29][CH:30]=[CH:31][C:32]=1B1OC(C)(C)C(C)(C)O1)(=[O:24])[CH3:23].[O-]P([O-])([O-])=O.[K+].[K+].[K+].[C:64]([O-])(=O)C.[Na+]. The catalyst is C1C=CC(P(C2C=CC=CC=2)[C-]2C=CC=C2)=CC=1.C1C=CC(P(C2C=CC=CC=2)[C-]2C=CC=C2)=CC=1.Cl[Pd]Cl.[Fe+2].C(#N)C.O. The product is [C:22]([O:25][CH2:26][C:27]1[C:28]([N:42]2[CH2:54][CH2:53][N:45]3[C:46]4[CH2:47][CH2:48][CH2:49][CH2:50][C:51]=4[CH:52]=[C:44]3[C:43]2=[O:55])=[N:29][CH:30]=[CH:31][C:32]=1[C:2]1[CH:3]=[C:4]([NH:10][C:11]2[CH:64]=[CH:13][C:14]([CH:17]3[CH2:20][N:19]([CH3:21])[CH2:18]3)=[CH:15][CH:16]=2)[C:5](=[O:9])[N:6]([CH3:8])[CH:7]=1)(=[O:24])[CH3:23]. The yield is 0.490.